Dataset: Full USPTO retrosynthesis dataset with 1.9M reactions from patents (1976-2016). Task: Predict the reactants needed to synthesize the given product. (1) Given the product [CH:39]([Si:32]([CH:33]([CH3:35])[CH3:34])([CH:36]([CH3:38])[CH3:37])[O:31][CH2:30][C@H:27]1[CH2:28][CH2:29][N:25]([C:22]2[N:20]3[CH:21]=[C:16]([O:12][C@H:5]4[C:6]5[C:11](=[CH:10][CH:9]=[CH:8][CH:7]=5)[C@@H:2]([NH2:1])[CH2:3][CH2:4]4)[CH:17]=[CH:18][C:19]3=[N:24][N:23]=2)[CH2:26]1)([CH3:40])[CH3:41], predict the reactants needed to synthesize it. The reactants are: [NH2:1][C@@H:2]1[C:11]2[C:6](=[CH:7][CH:8]=[CH:9][CH:10]=2)[C@H:5]([OH:12])[CH2:4][CH2:3]1.[H-].[Na+].F[C:16]1[CH:17]=[CH:18][C:19]2[N:20]([C:22]([N:25]3[CH2:29][CH2:28][C@H:27]([CH2:30][O:31][Si:32]([CH:39]([CH3:41])[CH3:40])([CH:36]([CH3:38])[CH3:37])[CH:33]([CH3:35])[CH3:34])[CH2:26]3)=[N:23][N:24]=2)[CH:21]=1.O. (2) Given the product [OH:20][C:17]1[CH:18]=[CH:19][C:12]([OH:11])=[C:13]([C:14]2[NH:1][N:2]=[C:3]([C:5]3[N:10]=[CH:9][CH:8]=[CH:7][N:6]=3)[N:4]=2)[CH:16]=1, predict the reactants needed to synthesize it. The reactants are: [NH2:1][NH:2][C:3]([C:5]1[N:10]=[CH:9][CH:8]=[CH:7][N:6]=1)=[NH:4].[OH:11][C:12]1[CH:19]=[CH:18][C:17]([OH:20])=[CH:16][C:13]=1[CH:14]=O. (3) Given the product [CH2:10]([O:9][C:8]1[CH:7]=[CH:6][C:5]([CH2:17][CH2:18][NH:19][C:40](=[O:41])[CH2:39][C:36]2[CH:37]=[CH:38][C:33]([CH3:32])=[CH:34][CH:35]=2)=[CH:4][C:3]=1[O:2][CH3:1])[C:11]1[CH:12]=[CH:13][CH:14]=[CH:15][CH:16]=1, predict the reactants needed to synthesize it. The reactants are: [CH3:1][O:2][C:3]1[CH:4]=[C:5]([CH2:17][CH2:18][NH2:19])[CH:6]=[CH:7][C:8]=1[O:9][CH2:10][C:11]1[CH:16]=[CH:15][CH:14]=[CH:13][CH:12]=1.C(N(CC)CC)C.O1CCCC1.[CH3:32][C:33]1[CH:38]=[CH:37][C:36]([CH2:39][C:40](Cl)=[O:41])=[CH:35][CH:34]=1. (4) Given the product [CH3:44][O:45][C:46]1[C:47]2[N:60]=[C:59]([NH:61][C:1]([C:2]3[CH:10]=[CH:9][C:8]4[O:7][CH2:6][O:5][C:4]=4[CH:3]=3)=[O:12])[S:58][C:48]=2[C:49]([N:52]2[CH2:53][CH2:54][O:55][CH2:56][CH2:57]2)=[N:50][CH:51]=1, predict the reactants needed to synthesize it. The reactants are: [C:1]([OH:12])(=O)[C:2]1[CH:10]=[CH:9][C:8]2[O:7][CH2:6][O:5][C:4]=2[CH:3]=1.CN(C(ON1N=NC2C=CC=NC1=2)=[N+](C)C)C.F[P-](F)(F)(F)(F)F.CN1CCOCC1.[CH3:44][O:45][C:46]1[C:47]2[N:60]=[C:59]([NH2:61])[S:58][C:48]=2[C:49]([N:52]2[CH2:57][CH2:56][O:55][CH2:54][CH2:53]2)=[N:50][CH:51]=1. (5) Given the product [CH3:1][C:2]1[O:6][N:5]=[C:4]([C:7]2[CH:12]=[CH:11][CH:10]=[CH:9][CH:8]=2)[C:3]=1[C:13]1[O:14][C:22]([C:24]2[CH:33]=[CH:32][C:27]3[NH:28][C:29](=[O:31])[NH:30][C:26]=3[CH:25]=2)=[N:16][N:15]=1, predict the reactants needed to synthesize it. The reactants are: [CH3:1][C:2]1[O:6][N:5]=[C:4]([C:7]2[CH:12]=[CH:11][CH:10]=[CH:9][CH:8]=2)[C:3]=1[C:13]([NH:15][NH2:16])=[O:14].N1([C:22]([C:24]2[CH:33]=[CH:32][C:27]3[NH:28][C:29](=[O:31])[NH:30][C:26]=3[CH:25]=2)=O)C=CN=C1.P(Cl)(Cl)(Cl)=O.O.